This data is from Experimentally validated miRNA-target interactions with 360,000+ pairs, plus equal number of negative samples. The task is: Binary Classification. Given a miRNA mature sequence and a target amino acid sequence, predict their likelihood of interaction. (1) The protein sequence of the target gene is MSGGWMAQVGAWRTGALGLALLLLLGLGLGLEAAASPLSTPTSAQAAGPSSGSCPPTKFQCRTSGLCVPLTWRCDRDLDCSDGSDEEECRIEPCTQKGQCPPPPGLPCPCTGVSDCSGGTDKKLRNCSRLACLAGELRCTLSDDCIPLTWRCDGHPDCPDSSDELGCGTNEILPEGDATTMGPPVTLESVTSLRNATTMGPPVTLESVPSVGNATSSSAGDQSGSPTAYGVIAAAAVLSASLVTATLLLLSWLRAQERLRPLGLLVAMKESLLLSEQKTSLP. The miRNA is mmu-miR-505-5p with sequence GGGAGCCAGGAAGUAUUGAUGUU. Result: 0 (no interaction). (2) The miRNA is mmu-miR-100-3p with sequence ACAAGCUUGUGUCUAUAGGUAU. The protein sequence of the target gene is MALSLGWKAHRNHCGLLLQALRSSGLLLFPCGQCPWRGAGSFLDPEIKAFLEENTEVTSSGSLTPEIQLRLLTPRCKFWWERADLWPHSDPYWAIYWPGGQALSRYLLDNPDVVRGKSVLDLGSGCGATAIAAKMSGASRILANDIDPIAGMAITLNCELNRLNPFPILIQNILNLEQDKWDLVVLGDMFYDEDLADSLHQWLKKCFWTYRTRVLIGDPGRPQFSGHSIQHHLHKVVEYSLLESTRQENSGLTTSTVWGFQP. Result: 0 (no interaction).